From a dataset of Forward reaction prediction with 1.9M reactions from USPTO patents (1976-2016). Predict the product of the given reaction. (1) Given the reactants C(O)(C(F)(F)F)=O.Cl[C:9]1[CH:14]=[C:13]([N:15]2[CH:24]([CH3:25])[CH2:23][C:22]3[C:17](=[CH:18][C:19]([C:26]4[CH:27]=[N:28][N:29]([CH3:31])[CH:30]=4)=[CH:20][CH:21]=3)[CH2:16]2)[N:12]=[C:11]([NH2:32])[N:10]=1.[CH3:33][N:34]([C@@H:42]1[CH2:46][CH2:45][NH:44][CH2:43]1)C(=O)OC(C)(C)C, predict the reaction product. The product is: [CH3:33][NH:34][C@@H:42]1[CH2:46][CH2:45][N:44]([C:9]2[CH:14]=[C:13]([N:15]3[CH:24]([CH3:25])[CH2:23][C:22]4[C:17](=[CH:18][C:19]([C:26]5[CH:27]=[N:28][N:29]([CH3:31])[CH:30]=5)=[CH:20][CH:21]=4)[CH2:16]3)[N:12]=[C:11]([NH2:32])[N:10]=2)[CH2:43]1. (2) Given the reactants [CH3:1][C:2]1([CH3:9])[CH2:7][CH2:6][CH2:5][C:4](=[O:8])[CH2:3]1.C[Si]([N-][Si](C)(C)C)(C)C.[Na+].Br[CH2:21][CH:22]1[CH2:27][CH2:26][N:25]([C:28]([O:30][C:31]([CH3:34])([CH3:33])[CH3:32])=[O:29])[CH2:24][CH2:23]1.O, predict the reaction product. The product is: [CH3:1][C:2]1([CH3:9])[CH2:7][CH2:6][CH:5]([CH2:21][CH:22]2[CH2:27][CH2:26][N:25]([C:28]([O:30][C:31]([CH3:32])([CH3:34])[CH3:33])=[O:29])[CH2:24][CH2:23]2)[C:4](=[O:8])[CH2:3]1. (3) Given the reactants [CH3:1][S:2]([N:5]1[CH2:16][CH2:15][C:8]2[N:9]=[C:10]([CH2:13]O)[N:11]=[CH:12][C:7]=2[CH2:6]1)(=[O:4])=[O:3].C1(P(C2C=CC=CC=2)C2C=CC=CC=2)C=CC=CC=1.C(Br)(Br)(Br)[Br:37], predict the reaction product. The product is: [Br:37][CH2:13][C:10]1[N:11]=[CH:12][C:7]2[CH2:6][N:5]([S:2]([CH3:1])(=[O:4])=[O:3])[CH2:16][CH2:15][C:8]=2[N:9]=1. (4) Given the reactants [CH:1]1([C:4]2[CH:9]=[CH:8][N+:7]([O-])=[CH:6][C:5]=2[N:11]2[CH2:15][CH2:14][N:13]([C:16]3[CH:21]=[CH:20][N:19]=[C:18]([C:22]([F:25])([F:24])[F:23])[CH:17]=3)[C:12]2=[O:26])[CH2:3][CH2:2]1.C(OC(=O)C)(=[O:29])C, predict the reaction product. The product is: [CH:1]1([C:4]2[CH:9]=[CH:8][N:7]=[C:6]([OH:29])[C:5]=2[N:11]2[CH2:15][CH2:14][N:13]([C:16]3[CH:21]=[CH:20][N:19]=[C:18]([C:22]([F:25])([F:24])[F:23])[CH:17]=3)[C:12]2=[O:26])[CH2:3][CH2:2]1. (5) Given the reactants [C:1]1([CH3:15])[CH:6]=[CH:5][CH:4]=[CH:3][C:2]=1[NH:7][C:8]1[CH:13]=[CH:12][CH:11]=[CH:10][C:9]=1[CH3:14].[S].II.[SH2:19], predict the reaction product. The product is: [CH3:14][C:9]1[C:8]2[NH:7][C:2]3[C:3](=[CH:4][CH:5]=[CH:6][C:1]=3[CH3:15])[S:19][C:13]=2[CH:12]=[CH:11][CH:10]=1.